This data is from Full USPTO retrosynthesis dataset with 1.9M reactions from patents (1976-2016). The task is: Predict the reactants needed to synthesize the given product. Given the product [OH:27][C@@H:24]1[CH2:25][CH2:26][N:22]([C:3]2[C:2]([C:33]3[CH:34]=[N:35][C:30]([O:29][CH3:28])=[CH:31][CH:32]=3)=[CH:21][C:6]([C:7]([NH:9][C:10]3[CH:15]=[CH:14][C:13]([O:16][C:17]([F:20])([F:19])[F:18])=[CH:12][CH:11]=3)=[O:8])=[CH:5][N:4]=2)[CH2:23]1, predict the reactants needed to synthesize it. The reactants are: Br[C:2]1[C:3]([N:22]2[CH2:26][CH2:25][C@@H:24]([OH:27])[CH2:23]2)=[N:4][CH:5]=[C:6]([CH:21]=1)[C:7]([NH:9][C:10]1[CH:15]=[CH:14][C:13]([O:16][C:17]([F:20])([F:19])[F:18])=[CH:12][CH:11]=1)=[O:8].[CH3:28][O:29][C:30]1[N:35]=[CH:34][C:33](B(O)O)=[CH:32][CH:31]=1.[O-]P([O-])([O-])=O.[K+].[K+].[K+].